This data is from Full USPTO retrosynthesis dataset with 1.9M reactions from patents (1976-2016). The task is: Predict the reactants needed to synthesize the given product. (1) Given the product [CH:1]1([CH2:7][O:8][C:9]2[C:10]3[N:11]([C:15]([C:19]([OH:21])=[O:20])=[C:16]([CH3:18])[N:17]=3)[CH:12]=[CH:13][CH:14]=2)[CH2:2][CH2:3][CH2:4][CH2:5][CH2:6]1, predict the reactants needed to synthesize it. The reactants are: [CH:1]1([CH2:7][O:8][C:9]2[C:10]3[N:11]([C:15]([C:19]([O:21]CC)=[O:20])=[C:16]([CH3:18])[N:17]=3)[CH:12]=[CH:13][CH:14]=2)[CH2:6][CH2:5][CH2:4][CH2:3][CH2:2]1.[OH-].[Na+].Cl. (2) Given the product [ClH:26].[NH2:15][C@H:14]([C@@H:13]1[C@H:9]([NH:8][C:6]([O:5][C:1]([CH3:3])([CH3:4])[CH3:2])=[O:7])[CH2:10][C@H:11]([C:22]([O:24][CH3:25])=[O:23])[C@H:12]1[OH:16])[CH:17]([CH2:18][CH3:19])[CH2:20][CH3:21], predict the reactants needed to synthesize it. The reactants are: [C:1]([O:5][C:6]([NH:8][C@H:9]1[C@@H:13]2[C:14]([CH:17]([CH2:20][CH3:21])[CH2:18][CH3:19])=[N:15][O:16][C@@H:12]2[C@@H:11]([C:22]([O:24][CH3:25])=[O:23])[CH2:10]1)=[O:7])([CH3:4])([CH3:3])[CH3:2].[ClH:26].[H][H]. (3) The reactants are: Cl.[S:2]1[C:10]2[CH2:9][CH2:8][NH:7][CH2:6][C:5]=2[CH:4]=[CH:3]1.[K].[C:12](O[C:12]([O:14][C:15]([CH3:18])([CH3:17])[CH3:16])=[O:13])([O:14][C:15]([CH3:18])([CH3:17])[CH3:16])=[O:13]. Given the product [C:15]([O:14][C:12]([N:7]1[CH2:8][CH2:9][C:10]2[S:2][CH:3]=[CH:4][C:5]=2[CH2:6]1)=[O:13])([CH3:18])([CH3:17])[CH3:16], predict the reactants needed to synthesize it. (4) Given the product [CH3:6][O:7][C:8]([C:10]1[S:11][C:12]2[CH:16]=[N:24][N:15]([C:1](=[O:4])[CH3:2])[C:13]=2[CH:14]=1)=[O:9], predict the reactants needed to synthesize it. The reactants are: [C:1]([O-:4])(=O)[CH3:2].[K+].[CH3:6][O:7][C:8]([C:10]1[S:11][C:12]([CH3:16])=[C:13]([NH2:15])[CH:14]=1)=[O:9].C(OC(=O)C)(=O)C.[N:24](OCCC(C)C)=O. (5) Given the product [Cl:18][C:19]1[CH:24]=[CH:23][C:22]([N:25]2[C:2]([C:1]([O:6][CH2:7][CH3:8])=[O:5])=[CH:4][CH:14]=[N:12]2)=[CH:21][CH:20]=1, predict the reactants needed to synthesize it. The reactants are: [C:1]([O:6][CH2:7][CH3:8])(=[O:5])[C:2]([CH3:4])=O.COC(OC)[N:12]([CH3:14])C.Cl.[Cl:18][C:19]1[CH:24]=[CH:23][C:22]([NH:25]N)=[CH:21][CH:20]=1. (6) Given the product [Cl:1][C:2]1[CH:7]=[CH:6][CH:5]=[C:4]([I:8])[C:3]=1[CH2:9][Br:10], predict the reactants needed to synthesize it. The reactants are: [Cl:1][C:2]1[CH:7]=[CH:6][CH:5]=[C:4]([I:8])[C:3]=1[CH3:9].[Br:10]N1C(=O)CCC1=O.N(C(C)(C)C#N)=NC(C)(C)C#N.